Regression. Given a peptide amino acid sequence and an MHC pseudo amino acid sequence, predict their binding affinity value. This is MHC class I binding data. From a dataset of Peptide-MHC class I binding affinity with 185,985 pairs from IEDB/IMGT. (1) The peptide sequence is FLRKNQRAL. The MHC is HLA-A25:01 with pseudo-sequence HLA-A25:01. The binding affinity (normalized) is 0.0847. (2) The peptide sequence is VPGLSPEAL. The MHC is HLA-A29:02 with pseudo-sequence HLA-A29:02. The binding affinity (normalized) is 0.213. (3) The peptide sequence is KPKALSEAF. The MHC is HLA-B18:01 with pseudo-sequence HLA-B18:01. The binding affinity (normalized) is 0.0847. (4) The peptide sequence is KIKNRIERL. The MHC is HLA-B40:01 with pseudo-sequence HLA-B40:01. The binding affinity (normalized) is 0.0847. (5) The peptide sequence is AEMLANIDL. The MHC is HLA-B40:01 with pseudo-sequence HLA-B40:01. The binding affinity (normalized) is 0.721. (6) The binding affinity (normalized) is 0.00764. The MHC is HLA-A11:01 with pseudo-sequence HLA-A11:01. The peptide sequence is FADNDRQDIY. (7) The peptide sequence is KQFDTYNLW. The MHC is HLA-A31:01 with pseudo-sequence HLA-A31:01. The binding affinity (normalized) is 0.334. (8) The peptide sequence is GTEYRLTLY. The MHC is HLA-B51:01 with pseudo-sequence HLA-B51:01. The binding affinity (normalized) is 0.0847.